Regression. Given two drug SMILES strings and cell line genomic features, predict the synergy score measuring deviation from expected non-interaction effect. From a dataset of NCI-60 drug combinations with 297,098 pairs across 59 cell lines. (1) Drug 1: CCC1=CC2CC(C3=C(CN(C2)C1)C4=CC=CC=C4N3)(C5=C(C=C6C(=C5)C78CCN9C7C(C=CC9)(C(C(C8N6C)(C(=O)OC)O)OC(=O)C)CC)OC)C(=O)OC.C(C(C(=O)O)O)(C(=O)O)O. Drug 2: CCC1(CC2CC(C3=C(CCN(C2)C1)C4=CC=CC=C4N3)(C5=C(C=C6C(=C5)C78CCN9C7C(C=CC9)(C(C(C8N6C)(C(=O)OC)O)OC(=O)C)CC)OC)C(=O)OC)O.OS(=O)(=O)O. Cell line: NCI/ADR-RES. Synergy scores: CSS=3.71, Synergy_ZIP=-2.11, Synergy_Bliss=-0.455, Synergy_Loewe=2.63, Synergy_HSA=1.11. (2) Drug 1: CC1=C(C=C(C=C1)C(=O)NC2=CC(=CC(=C2)C(F)(F)F)N3C=C(N=C3)C)NC4=NC=CC(=N4)C5=CN=CC=C5. Drug 2: C1=NC2=C(N=C(N=C2N1C3C(C(C(O3)CO)O)F)Cl)N. Cell line: MDA-MB-231. Synergy scores: CSS=16.3, Synergy_ZIP=-1.90, Synergy_Bliss=0.503, Synergy_Loewe=-53.9, Synergy_HSA=-6.00. (3) Drug 1: C1CCC(CC1)NC(=O)N(CCCl)N=O. Drug 2: CC12CCC3C(C1CCC2O)C(CC4=C3C=CC(=C4)O)CCCCCCCCCS(=O)CCCC(C(F)(F)F)(F)F. Cell line: HS 578T. Synergy scores: CSS=14.7, Synergy_ZIP=-2.95, Synergy_Bliss=1.62, Synergy_Loewe=2.10, Synergy_HSA=2.33. (4) Drug 1: CC1C(C(CC(O1)OC2CC(OC(C2O)C)OC3=CC4=CC5=C(C(=O)C(C(C5)C(C(=O)C(C(C)O)O)OC)OC6CC(C(C(O6)C)O)OC7CC(C(C(O7)C)O)OC8CC(C(C(O8)C)O)(C)O)C(=C4C(=C3C)O)O)O)O. Drug 2: CNC(=O)C1=NC=CC(=C1)OC2=CC=C(C=C2)NC(=O)NC3=CC(=C(C=C3)Cl)C(F)(F)F. Cell line: UACC62. Synergy scores: CSS=24.7, Synergy_ZIP=2.46, Synergy_Bliss=4.00, Synergy_Loewe=0.422, Synergy_HSA=0.450. (5) Drug 1: C1=CN(C=N1)CC(O)(P(=O)(O)O)P(=O)(O)O. Drug 2: CCN(CC)CCCC(C)NC1=C2C=C(C=CC2=NC3=C1C=CC(=C3)Cl)OC. Cell line: OVCAR3. Synergy scores: CSS=2.46, Synergy_ZIP=-6.36, Synergy_Bliss=-3.95, Synergy_Loewe=-17.3, Synergy_HSA=-7.04. (6) Drug 1: C1CCC(CC1)NC(=O)N(CCCl)N=O. Drug 2: CC1=C2C(C(=O)C3(C(CC4C(C3C(C(C2(C)C)(CC1OC(=O)C(C(C5=CC=CC=C5)NC(=O)OC(C)(C)C)O)O)OC(=O)C6=CC=CC=C6)(CO4)OC(=O)C)O)C)O. Cell line: HCT116. Synergy scores: CSS=29.3, Synergy_ZIP=-5.18, Synergy_Bliss=-3.39, Synergy_Loewe=-17.4, Synergy_HSA=-0.783. (7) Drug 1: C1=CC(=CC=C1CC(C(=O)O)N)N(CCCl)CCCl.Cl. Drug 2: CC1=C2C(C(=O)C3(C(CC4C(C3C(C(C2(C)C)(CC1OC(=O)C(C(C5=CC=CC=C5)NC(=O)OC(C)(C)C)O)O)OC(=O)C6=CC=CC=C6)(CO4)OC(=O)C)O)C)O. Cell line: KM12. Synergy scores: CSS=30.2, Synergy_ZIP=-5.53, Synergy_Bliss=-0.804, Synergy_Loewe=0.842, Synergy_HSA=1.14. (8) Drug 1: CCCS(=O)(=O)NC1=C(C(=C(C=C1)F)C(=O)C2=CNC3=C2C=C(C=N3)C4=CC=C(C=C4)Cl)F. Drug 2: COC1=C2C(=CC3=C1OC=C3)C=CC(=O)O2. Cell line: OVCAR3. Synergy scores: CSS=-0.0180, Synergy_ZIP=7.13, Synergy_Bliss=11.9, Synergy_Loewe=-1.08, Synergy_HSA=0.636.